Dataset: Full USPTO retrosynthesis dataset with 1.9M reactions from patents (1976-2016). Task: Predict the reactants needed to synthesize the given product. (1) Given the product [O:8]1[CH2:9][CH2:10][CH2:11][CH2:12][CH:7]1[N:5]1[CH:6]=[C:2]([C:29]2[CH:34]=[CH:33][N:32]=[C:31]3[NH:35][CH:36]=[CH:37][C:30]=23)[C:3]([C:13]([O:15][CH2:16][CH3:17])=[O:14])=[N:4]1, predict the reactants needed to synthesize it. The reactants are: Br[C:2]1[C:3]([C:13]([O:15][CH2:16][CH3:17])=[O:14])=[N:4][N:5]([CH:7]2[CH2:12][CH2:11][CH2:10][CH2:9][O:8]2)[CH:6]=1.N1C=CC=N1.CC1(C)OB([C:29]2[CH:34]=[CH:33][N:32]=[C:31]3[NH:35][CH:36]=[CH:37][C:30]=23)OC1(C)C.C([O-])(O)=O.[Na+]. (2) Given the product [NH:38]1[C:16]2[C:15]3[N:14]=[CH:13][CH:12]=[CH:11][C:10]=3[N:9]=[CH:8][C:7]=2[N:27]=[CH:28]1, predict the reactants needed to synthesize it. The reactants are: FC(F)(F)S(O[C:7]1[CH:8]=[N:9][C:10]2[C:15]([CH:16]=1)=[N:14][CH:13]=[CH:12][CH:11]=2)(=O)=O.FC(F)(F)S(OC1C=[N:27][C:28]2C(C=1)=CC=CC=2)(=O)=O.Cl.[NH2:38]O. (3) Given the product [Cl:1][C:2]1[CH:7]=[CH:6][C:5]([O:8][C:30]2[CH:35]=[CH:34][CH:33]=[C:32]([S:36]([CH3:39])(=[O:38])=[O:37])[CH:31]=2)=[CH:4][C:3]=1[C:9]1[C:18]2[C:13](=[C:14]([C:19]([F:20])([F:22])[F:21])[CH:15]=[CH:16][CH:17]=2)[N:12]=[CH:11][N:10]=1, predict the reactants needed to synthesize it. The reactants are: [Cl:1][C:2]1[CH:7]=[CH:6][C:5]([OH:8])=[CH:4][C:3]=1[C:9]1[C:18]2[C:13](=[C:14]([C:19]([F:22])([F:21])[F:20])[CH:15]=[CH:16][CH:17]=2)[N:12]=[CH:11][N:10]=1.C([O-])([O-])=O.[Cs+].[Cs+].F[C:30]1[CH:35]=[CH:34][CH:33]=[C:32]([S:36]([CH3:39])(=[O:38])=[O:37])[CH:31]=1. (4) The reactants are: [NH:1]1[CH2:6][CH2:5][CH2:4][CH:3]([C:7]([OH:9])=[O:8])[CH2:2]1.S(Cl)([Cl:12])=O.[CH2:14](O)[CH3:15]. Given the product [ClH:12].[CH2:14]([O:8][C:7]([CH:3]1[CH2:4][CH2:5][CH2:6][NH2+:1][CH2:2]1)=[O:9])[CH3:15], predict the reactants needed to synthesize it. (5) Given the product [OH:8][N:9]([CH2:12][C@H:13]([C:14]([N:21]1[CH2:25][CH2:24][CH2:23][C@H:22]1[C:26]1[O:27][C:28]2[C:29]([N:34]=1)=[N:30][CH:31]=[CH:32][CH:33]=2)=[O:16])[CH2:17][CH2:18][CH2:19][CH3:20])[CH:10]=[O:11], predict the reactants needed to synthesize it. The reactants are: C([O:8][N:9]([CH2:12][C@@H:13]([CH2:17][CH2:18][CH2:19][CH3:20])[C:14]([OH:16])=O)[CH:10]=[O:11])C1C=CC=CC=1.[NH:21]1[CH2:25][CH2:24][CH2:23][C@H:22]1[C:26]1[O:27][C:28]2[C:29]([N:34]=1)=[N:30][CH:31]=[CH:32][CH:33]=2. (6) Given the product [Br:1][C:2]1[S:3][CH:4]=[C:5]2[C:6]=1[CH2:8][CH2:7][O:9][CH:10]2[CH2:11][NH2:12], predict the reactants needed to synthesize it. The reactants are: [Br:1][C:2]1[S:3][CH:4]=[CH:5][CH:6]=1.[CH2:7]([O:9][CH:10](OCC)[CH2:11][NH2:12])[CH3:8].C(S(O)(=O)=O)(F)(F)F.[OH-].[K+].